Task: Predict the reactants needed to synthesize the given product.. Dataset: Full USPTO retrosynthesis dataset with 1.9M reactions from patents (1976-2016) (1) The reactants are: [Cl:1][C:2]1[N:7]=[C:6]([C:8]2[S:12][C:11]([CH:13]([CH3:15])[CH3:14])=[N:10][C:9]=2[C:16]2[CH:17]=[C:18]([CH:20]=[CH:21][CH:22]=2)[NH2:19])[CH:5]=[CH:4][N:3]=1.[N:23]1[CH:28]=[CH:27][CH:26]=[C:25]([S:29](Cl)(=[O:31])=[O:30])[CH:24]=1. Given the product [Cl:1][C:2]1[N:7]=[C:6]([C:8]2[S:12][C:11]([CH:13]([CH3:15])[CH3:14])=[N:10][C:9]=2[C:16]2[CH:17]=[C:18]([NH:19][S:29]([C:25]3[CH:24]=[N:23][CH:28]=[CH:27][CH:26]=3)(=[O:31])=[O:30])[CH:20]=[CH:21][CH:22]=2)[CH:5]=[CH:4][N:3]=1, predict the reactants needed to synthesize it. (2) Given the product [Cl:9][C:6]1[CH:5]=[C:4]([CH3:10])[N:3]=[C:2]([CH:11]2[CH2:13][CH2:12]2)[C:7]=1[NH2:8], predict the reactants needed to synthesize it. The reactants are: Cl[C:2]1[C:7]([NH2:8])=[C:6]([Cl:9])[CH:5]=[C:4]([CH3:10])[N:3]=1.[CH:11]1(B(O)O)[CH2:13][CH2:12]1.COC1C=CC=C(OC)C=1C1C=CC=CC=1P(C1CCCCC1)C1CCCCC1.[O-]P([O-])([O-])=O.[K+].[K+].[K+].